This data is from Full USPTO retrosynthesis dataset with 1.9M reactions from patents (1976-2016). The task is: Predict the reactants needed to synthesize the given product. Given the product [CH3:11][O:10][C:6]1[CH:5]=[C:4]([CH:2]([OH:3])[CH3:1])[CH:9]=[CH:8][CH:7]=1, predict the reactants needed to synthesize it. The reactants are: [CH3:1][C:2]([C:4]1[CH:9]=[CH:8][CH:7]=[C:6]([O:10][CH3:11])[CH:5]=1)=[O:3].[BH4-].[Na+].[Cl-].[NH4+].